From a dataset of Full USPTO retrosynthesis dataset with 1.9M reactions from patents (1976-2016). Predict the reactants needed to synthesize the given product. (1) Given the product [C:1]([O:5][C:6](=[O:35])[NH:7][C@H:8]1[CH2:23][CH2:22][CH2:21][CH:20]=[CH:19][CH2:18][CH2:17][C@@H:16]([CH3:24])[CH2:15][C@@H:14]([C@@H:25]([OH:26])[CH2:29][C@H:28]([C:27](=[O:31])[NH:7][CH2:8][CH2:23][CH2:22][CH3:21])[CH3:30])[NH:13][C:12](=[O:32])[C@H:11]([CH3:33])[NH:10][C:9]1=[O:34])([CH3:4])([CH3:3])[CH3:2], predict the reactants needed to synthesize it. The reactants are: [C:1]([O:5][C:6](=[O:35])[NH:7][C@H:8]1[CH2:23][CH2:22][CH2:21][CH:20]=[CH:19][CH2:18][CH2:17][C@@H:16]([CH3:24])[CH2:15][C@@H:14]([C@@H:25]2[CH2:29][C@@H:28]([CH3:30])[C:27](=[O:31])[O:26]2)[NH:13][C:12](=[O:32])[C@H:11]([CH3:33])[NH:10][C:9]1=[O:34])([CH3:4])([CH3:3])[CH3:2]. (2) Given the product [CH:10]1([N:9]2[C:16]([CH3:17])=[C:19]([C:20]([O:22][CH2:23][CH3:24])=[O:21])[CH:6]=[N:8]2)[CH2:11][CH2:12][CH2:13][CH2:14]1, predict the reactants needed to synthesize it. The reactants are: C(O[C:6]([NH:8][NH:9][CH:10]1[CH2:14][CH2:13][CH2:12][CH2:11]1)=O)(C)(C)C.Cl.[C:16]([C:19](=CN(C)C)[C:20]([O:22][CH2:23][CH3:24])=[O:21])(=O)[CH3:17]. (3) Given the product [C:1]1([CH:7]([NH:9][C:17](=[O:19])[CH3:18])[CH3:8])[CH:6]=[CH:5][CH:4]=[CH:3][CH:2]=1, predict the reactants needed to synthesize it. The reactants are: [C:1]1([CH:7]([NH2:9])[CH3:8])[CH:6]=[CH:5][CH:4]=[CH:3][CH:2]=1.C(N(CC)CC)C.[C:17](OC(=O)C)(=[O:19])[CH3:18]. (4) Given the product [N+:11]([C:8]1[CH:7]=[CH:6][C:5]([O:4][C:2](=[O:3])[O:17][CH2:16][C:15]([CH3:20])([CH3:14])[CH2:18][CH3:19])=[CH:10][CH:9]=1)([O-:13])=[O:12], predict the reactants needed to synthesize it. The reactants are: Cl[C:2]([O:4][C:5]1[CH:10]=[CH:9][C:8]([N+:11]([O-:13])=[O:12])=[CH:7][CH:6]=1)=[O:3].[CH3:14][C:15]([CH3:20])([CH2:18][CH3:19])[CH2:16][OH:17].ClCCl.Cl. (5) Given the product [C:15]([O:19][C:20]([N:22]1[CH2:27][CH2:26][CH:25]([O:13][C:10]2[CH:9]=[CH:8][C:7]([CH2:6][C:5]([O:4][CH2:1][CH:2]=[CH2:3])=[O:14])=[CH:12][CH:11]=2)[CH2:24][CH2:23]1)=[O:21])([CH3:18])([CH3:16])[CH3:17], predict the reactants needed to synthesize it. The reactants are: [CH2:1]([O:4][C:5](=[O:14])[CH2:6][C:7]1[CH:12]=[CH:11][C:10]([OH:13])=[CH:9][CH:8]=1)[CH:2]=[CH2:3].[C:15]([O:19][C:20]([N:22]1[CH2:27][CH2:26][CH:25](O)[CH2:24][CH2:23]1)=[O:21])([CH3:18])([CH3:17])[CH3:16]. (6) Given the product [CH2:7]([O:9][C:10]1[CH:15]=[C:14]([CH2:16][OH:17])[CH:13]=[C:12]([O:21][CH2:22][O:23][CH2:24][CH2:25][O:26][CH3:27])[C:11]=1[C:28]1[CH:33]=[CH:32][C:31]([F:34])=[CH:30][CH:29]=1)[CH3:8], predict the reactants needed to synthesize it. The reactants are: [H-].[Al+3].[Li+].[H-].[H-].[H-].[CH2:7]([O:9][C:10]1[CH:15]=[C:14]([C:16](OCC)=[O:17])[CH:13]=[C:12]([O:21][CH2:22][O:23][CH2:24][CH2:25][O:26][CH3:27])[C:11]=1[C:28]1[CH:33]=[CH:32][C:31]([F:34])=[CH:30][CH:29]=1)[CH3:8].C1COCC1.O.O.O.O.O.O.O.O.O.O.S([O-])([O-])(=O)=O.[Na+].[Na+].